The task is: Predict the reaction yield, written as a fraction of the theoretical maximum amount of product (1.0 means a 100% yield; for example, 0.34 means a 34% yield).. This data is from Reaction yield outcomes from USPTO patents with 853,638 reactions. The reactants are [CH2:1]([O:8][CH2:9][CH2:10][N:11]1[C:15]2=[N:16][C:17]([C:20]([O:22][CH2:23][CH3:24])=[O:21])=[CH:18][CH:19]=[C:14]2[C:13]([CH:25]2[CH2:30][CH2:29][CH2:28][CH2:27][CH2:26]2)=[CH:12]1)[C:2]1[CH:7]=[CH:6][CH:5]=[CH:4][CH:3]=1.[Br:31]N1C(=O)CCC1=O. The catalyst is C(Cl)(Cl)(Cl)Cl. The product is [CH2:1]([O:8][CH2:9][CH2:10][N:11]1[C:15]2=[N:16][C:17]([C:20]([O:22][CH2:23][CH3:24])=[O:21])=[CH:18][CH:19]=[C:14]2[C:13]([CH:25]2[CH2:26][CH2:27][CH2:28][CH2:29][CH2:30]2)=[C:12]1[Br:31])[C:2]1[CH:3]=[CH:4][CH:5]=[CH:6][CH:7]=1. The yield is 0.560.